This data is from Forward reaction prediction with 1.9M reactions from USPTO patents (1976-2016). The task is: Predict the product of the given reaction. (1) Given the reactants [CH3:1][O:2][C:3]1[CH:4]=[C:5]([CH:9]=[C:10]([O:12][CH3:13])[CH:11]=1)[C:6](Cl)=[O:7].COC1C=C(C([C:27]2[CH:32]=[CH:31][C:30]([O:33][CH3:34])=[C:29]([O:35][CH3:36])[CH:28]=2)=CC)C=C(OC)C=1.COC1C=CC=CC=1OC.[Cl-].[Al+3].[Cl-].[Cl-].COC1C=C(C(C2C=CC(OC)=CC=2)=CC#N)C=CC=1OC, predict the reaction product. The product is: [CH3:34][O:33][C:30]1[CH:31]=[C:32]([C:6]([C:5]2[CH:4]=[C:3]([O:2][CH3:1])[CH:11]=[C:10]([O:12][CH3:13])[CH:9]=2)=[O:7])[CH:27]=[CH:28][C:29]=1[O:35][CH3:36]. (2) Given the reactants [Br:1][C:2]1[CH:9]=[C:6]([CH:7]=[O:8])[C:5]([OH:10])=[CH:4][CH:3]=1.C(=O)([O-])[O-].[K+].[K+].[CH2:17](Br)[CH2:18][CH2:19][CH2:20][CH2:21][CH2:22][CH2:23][CH3:24].O, predict the reaction product. The product is: [Br:1][C:2]1[CH:3]=[CH:4][C:5]([O:10][CH2:17][CH2:18][CH2:19][CH2:20][CH2:21][CH2:22][CH2:23][CH3:24])=[C:6]([CH:9]=1)[CH:7]=[O:8]. (3) Given the reactants C1([O:7][C:8](=O)[N:9]([C:19]2[CH:24]=[C:23]([O:25][C:26]3[CH:31]=[CH:30][C:29]([NH:32][C:33]([C:35]4([C:38](=[O:46])[NH:39][C:40]5[CH:45]=[CH:44][CH:43]=[CH:42][CH:41]=5)[CH2:37][CH2:36]4)=[O:34])=[C:28]([F:47])[CH:27]=3)[CH:22]=[CH:21][N:20]=2)C(OC2C=CC=CC=2)=O)C=CC=CC=1.[CH3:49][N:50]1[CH2:55][CH2:54][N:53]([CH:56]2[CH2:61][CH2:60][NH:59][CH2:58][CH2:57]2)[CH2:52][CH2:51]1, predict the reaction product. The product is: [F:47][C:28]1[CH:27]=[C:26]([O:25][C:23]2[CH:22]=[CH:21][N:20]=[C:19]([NH:9][C:8]([N:59]3[CH2:58][CH2:57][CH:56]([N:53]4[CH2:52][CH2:51][N:50]([CH3:49])[CH2:55][CH2:54]4)[CH2:61][CH2:60]3)=[O:7])[CH:24]=2)[CH:31]=[CH:30][C:29]=1[NH:32][C:33]([C:35]1([C:38]([NH:39][C:40]2[CH:41]=[CH:42][CH:43]=[CH:44][CH:45]=2)=[O:46])[CH2:37][CH2:36]1)=[O:34]. (4) The product is: [Br:24][C:6]1[C:5]2[C:10](=[CH:11][CH:12]=[C:3]([O:2][CH3:1])[CH:4]=2)[N:9]=[C:8]([C:13]2[CH:14]=[N:15][CH:16]=[CH:17][CH:18]=2)[N:7]=1. Given the reactants [CH3:1][O:2][C:3]1[CH:4]=[C:5]2[C:10](=[CH:11][CH:12]=1)[N:9]=[C:8]([C:13]1[CH:14]=[N:15][CH:16]=[CH:17][CH:18]=1)[NH:7][C:6]2=O.ClCCl.P(Br)(Br)[Br:24].[OH-].[NH4+], predict the reaction product. (5) Given the reactants [CH3:1][O:2][C:3]1[CH:4]=[CH:5][C:6]2[S:10][CH:9]=[CH:8][C:7]=2[CH:11]=1.C([Li])CCC.C([O:20][B:21](OC(C)C)[O:22]C(C)C)(C)C, predict the reaction product. The product is: [CH3:1][O:2][C:3]1[CH:4]=[CH:5][C:6]2[S:10][C:9]([B:21]([OH:22])[OH:20])=[CH:8][C:7]=2[CH:11]=1.